From a dataset of Forward reaction prediction with 1.9M reactions from USPTO patents (1976-2016). Predict the product of the given reaction. (1) Given the reactants S1(CCCC1)(=O)=O.[F:8][C@@H:9]1[CH2:13][NH:12][CH2:11][C@H:10]1[NH:14][C:15](=[O:22])[CH2:16][CH2:17]S(C)(=O)=O.F[C:24]1[N:32]=[C:31]2[C:27]([N:28]=[CH:29][N:30]2[CH3:33])=[C:26]([NH:34][C:35]2[C:36]([O:41][CH3:42])=[N:37][N:38]([CH3:40])[CH:39]=2)[N:25]=1.C(N(CC)C(C)C)(C)C.[OH-].[K+], predict the reaction product. The product is: [F:8][C@@H:9]1[CH2:13][N:12]([C:24]2[N:32]=[C:31]3[C:27]([N:28]=[CH:29][N:30]3[CH3:33])=[C:26]([NH:34][C:35]3[C:36]([O:41][CH3:42])=[N:37][N:38]([CH3:40])[CH:39]=3)[N:25]=2)[CH2:11][C@H:10]1[NH:14][C:15](=[O:22])[CH:16]=[CH2:17]. (2) Given the reactants [CH3:1][C:2]1[NH:3][CH:4]=[C:5]([C:7]([O:9][CH2:10][CH3:11])=[O:8])[N:6]=1.C(=O)([O-])[O-].[K+].[K+].[CH3:18][C@H:19]1[CH2:21][O:20]1, predict the reaction product. The product is: [OH:20][C@@H:19]([CH3:21])[CH2:18][N:3]1[CH:4]=[C:5]([C:7]([O:9][CH2:10][CH3:11])=[O:8])[N:6]=[C:2]1[CH3:1]. (3) Given the reactants [F:1][CH:2]([F:36])[C@@H:3]([C:5]1[CH:10]=[CH:9][C:8]([C:11]2[C:20]3[C:15](=[CH:16][C:17]([C:21]4[CH:26]=[CH:25][C:24]([C:27]([F:30])([F:29])[F:28])=[CH:23][CH:22]=4)=[CH:18][CH:19]=3)[CH:14]=[C:13]([C:31]([O:33]CC)=[O:32])[CH:12]=2)=[CH:7][CH:6]=1)[OH:4].[Li+].[OH-].C1COCC1, predict the reaction product. The product is: [F:36][CH:2]([F:1])[C@@H:3]([C:5]1[CH:6]=[CH:7][C:8]([C:11]2[C:20]3[C:15](=[CH:16][C:17]([C:21]4[CH:26]=[CH:25][C:24]([C:27]([F:28])([F:29])[F:30])=[CH:23][CH:22]=4)=[CH:18][CH:19]=3)[CH:14]=[C:13]([C:31]([OH:33])=[O:32])[CH:12]=2)=[CH:9][CH:10]=1)[OH:4].